Task: Regression/Classification. Given a drug SMILES string, predict its absorption, distribution, metabolism, or excretion properties. Task type varies by dataset: regression for continuous measurements (e.g., permeability, clearance, half-life) or binary classification for categorical outcomes (e.g., BBB penetration, CYP inhibition). Dataset: cyp2d6_veith.. Dataset: CYP2D6 inhibition data for predicting drug metabolism from PubChem BioAssay (1) The compound is CCOC(=O)C(=Cc1ccc(F)cc1)C(=O)OCC. The result is 0 (non-inhibitor). (2) The compound is CCC(=O)c1ccc(OCC(O)CN(CCc2ccccc2)Cc2ccccc2)cc1.Cl. The result is 1 (inhibitor). (3) The drug is O=S(=O)(O)c1ccc2c(N=Nc3cccc4ccccc34)c(O)c(S(=O)(=O)O)cc2c1. The result is 0 (non-inhibitor). (4) The drug is CCOc1ccc(-c2nnc3n2N=C(c2ccc(OC)cc2)CS3)cc1. The result is 0 (non-inhibitor). (5) The result is 0 (non-inhibitor). The compound is COC(=O)C(NS(=O)(=O)c1ccc(NC(C)=O)cc1)C(C)C. (6) The compound is COc1cc(C(=O)N2CCC(NC(=O)C(Cc3ccc(C(C)C)cc3)NC(C)=O)CC2)cc(OC)c1OC. The result is 0 (non-inhibitor).